From a dataset of NCI-60 drug combinations with 297,098 pairs across 59 cell lines. Regression. Given two drug SMILES strings and cell line genomic features, predict the synergy score measuring deviation from expected non-interaction effect. (1) Drug 1: CC12CCC(CC1=CCC3C2CCC4(C3CC=C4C5=CN=CC=C5)C)O. Drug 2: CC1=CC=C(C=C1)C2=CC(=NN2C3=CC=C(C=C3)S(=O)(=O)N)C(F)(F)F. Cell line: SK-MEL-5. Synergy scores: CSS=1.24, Synergy_ZIP=1.27, Synergy_Bliss=3.96, Synergy_Loewe=0.658, Synergy_HSA=0.931. (2) Drug 1: COC1=CC(=CC(=C1O)OC)C2C3C(COC3=O)C(C4=CC5=C(C=C24)OCO5)OC6C(C(C7C(O6)COC(O7)C8=CC=CS8)O)O. Drug 2: C1=CN(C=N1)CC(O)(P(=O)(O)O)P(=O)(O)O. Cell line: SW-620. Synergy scores: CSS=10.5, Synergy_ZIP=-14.8, Synergy_Bliss=-21.4, Synergy_Loewe=-29.4, Synergy_HSA=-19.8. (3) Drug 1: C1CCC(C(C1)N)N.C(=O)(C(=O)[O-])[O-].[Pt+4]. Drug 2: C1C(C(OC1N2C=NC3=C2NC=NCC3O)CO)O. Cell line: DU-145. Synergy scores: CSS=10.7, Synergy_ZIP=-5.92, Synergy_Bliss=-7.61, Synergy_Loewe=-16.5, Synergy_HSA=-6.98. (4) Drug 1: CCC1(CC2CC(C3=C(CCN(C2)C1)C4=CC=CC=C4N3)(C5=C(C=C6C(=C5)C78CCN9C7C(C=CC9)(C(C(C8N6C=O)(C(=O)OC)O)OC(=O)C)CC)OC)C(=O)OC)O.OS(=O)(=O)O. Drug 2: COCCOC1=C(C=C2C(=C1)C(=NC=N2)NC3=CC=CC(=C3)C#C)OCCOC.Cl. Cell line: ACHN. Synergy scores: CSS=18.8, Synergy_ZIP=-0.300, Synergy_Bliss=-2.19, Synergy_Loewe=-4.77, Synergy_HSA=-1.86.